Dataset: NCI-60 drug combinations with 297,098 pairs across 59 cell lines. Task: Regression. Given two drug SMILES strings and cell line genomic features, predict the synergy score measuring deviation from expected non-interaction effect. (1) Cell line: SK-MEL-28. Drug 1: C1=NC2=C(N1)C(=S)N=C(N2)N. Drug 2: C1=NC2=C(N1)C(=S)N=CN2. Synergy scores: CSS=6.14, Synergy_ZIP=-5.29, Synergy_Bliss=-3.75, Synergy_Loewe=-6.65, Synergy_HSA=-4.78. (2) Drug 1: C1=CC(=CC=C1CCCC(=O)O)N(CCCl)CCCl. Drug 2: CC(C)CN1C=NC2=C1C3=CC=CC=C3N=C2N. Cell line: MALME-3M. Synergy scores: CSS=9.80, Synergy_ZIP=-4.54, Synergy_Bliss=-2.27, Synergy_Loewe=-4.09, Synergy_HSA=-3.86. (3) Drug 1: C(CC(=O)O)C(=O)CN.Cl. Drug 2: CCC1(C2=C(COC1=O)C(=O)N3CC4=CC5=C(C=CC(=C5CN(C)C)O)N=C4C3=C2)O.Cl. Cell line: MOLT-4. Synergy scores: CSS=64.1, Synergy_ZIP=2.24, Synergy_Bliss=2.23, Synergy_Loewe=-8.14, Synergy_HSA=3.24.